From a dataset of Reaction yield outcomes from USPTO patents with 853,638 reactions. Predict the reaction yield, written as a fraction of the theoretical maximum amount of product (1.0 means a 100% yield; for example, 0.34 means a 34% yield). (1) The catalyst is CC(C)=O.ClCCl.O. The yield is 0.560. The product is [CH3:33][O:34][C:30](=[O:32])[CH2:29][C:26]1[CH:27]=[CH:28][C:23]([N:22]2[C:2](=[S:3])[N:1]([C:4]3[CH:11]=[CH:10][C:7]([C:8]#[N:9])=[C:6]([C:12]([F:13])([F:15])[F:14])[CH:5]=3)[C:16](=[O:40])[C:18]32[CH2:21][CH2:20][CH2:19]3)=[CH:24][CH:25]=1. The reactants are [N:1]([C:4]1[CH:11]=[CH:10][C:7]([C:8]#[N:9])=[C:6]([C:12]([F:15])([F:14])[F:13])[CH:5]=1)=[C:2]=[S:3].[C:16]([C:18]1([NH:22][C:23]2[CH:28]=[CH:27][C:26]([CH2:29][C:30]([OH:32])=O)=[CH:25][CH:24]=2)[CH2:21][CH2:20][CH2:19]1)#N.[CH3:33][OH:34].Cl.CN(C=[O:40])C. (2) The reactants are Br[C:2]1[CH:3]=[C:4]([S:8]([NH2:11])(=[O:10])=[O:9])[CH:5]=[CH:6][CH:7]=1.B1(B2OC(C)(C)C(C)(C)O2)OC(C)(C)C(C)(C)O1.C([O-])(=O)C.[K+].C(Cl)Cl.I[C:39]1[N:43]2[C:44]3[C:49]([N:50]=[C:51]([NH:52][CH2:53][CH2:54][CH2:55][OH:56])[C:42]2=[N:41][CH:40]=1)=[CH:48][C:47]([C:57]([F:60])([F:59])[F:58])=[CH:46][CH:45]=3.C(=O)([O-])[O-].[Na+].[Na+]. The catalyst is CN(C)C=O.O.C1C=CC(P(C2C=CC=CC=2)[C-]2C=CC=C2)=CC=1.C1C=CC(P(C2C=CC=CC=2)[C-]2C=CC=C2)=CC=1.Cl[Pd]Cl.[Fe+2].C1C=CC([P]([Pd]([P](C2C=CC=CC=2)(C2C=CC=CC=2)C2C=CC=CC=2)([P](C2C=CC=CC=2)(C2C=CC=CC=2)C2C=CC=CC=2)[P](C2C=CC=CC=2)(C2C=CC=CC=2)C2C=CC=CC=2)(C2C=CC=CC=2)C2C=CC=CC=2)=CC=1. The product is [OH:56][CH2:55][CH2:54][CH2:53][NH:52][C:51]1[C:42]2[N:43]([C:39]([C:2]3[CH:3]=[C:4]([S:8]([NH2:11])(=[O:10])=[O:9])[CH:5]=[CH:6][CH:7]=3)=[CH:40][N:41]=2)[C:44]2[C:49]([N:50]=1)=[CH:48][C:47]([C:57]([F:60])([F:59])[F:58])=[CH:46][CH:45]=2. The yield is 0.280. (3) The product is [CH2:1]([O:8][CH2:9][N:10]1[N:14]=[N:13][C:12]([Sn:32]([CH2:33][CH2:34][CH2:35][CH3:36])([CH2:37][CH2:38][CH2:39][CH3:40])[CH2:28][CH2:29][CH2:30][CH3:31])=[N:11]1)[C:2]1[CH:3]=[CH:4][CH:5]=[CH:6][CH:7]=1. The reactants are [CH2:1]([O:8][CH2:9][N:10]1[N:14]=[N:13][CH:12]=[N:11]1)[C:2]1[CH:7]=[CH:6][CH:5]=[CH:4][CH:3]=1.CN(C)CCN(C)C.C([Li])CCC.[CH2:28]([Sn:32](Cl)([CH2:37][CH2:38][CH2:39][CH3:40])[CH2:33][CH2:34][CH2:35][CH3:36])[CH2:29][CH2:30][CH3:31]. The yield is 0.600. The catalyst is C(OCC)C. (4) The reactants are [C:1]1(=[N:13]O)[CH2:12][CH2:11][CH2:10][CH2:9][CH2:8][CH2:7][CH2:6][CH2:5][CH2:4][CH2:3][CH2:2]1.S(Cl)(Cl)=[O:16]. The catalyst is C1(C)C=CC=CC=1.[Cl-].[Zn+2].[Cl-]. The product is [C:1]1(=[O:16])[NH:13][CH2:2][CH2:3][CH2:4][CH2:5][CH2:6][CH2:7][CH2:8][CH2:9][CH2:10][CH2:11][CH2:12]1. The yield is 0.988. (5) The reactants are [Cl:1][C:2]1[N:7]=[C:6]([C:8](=[O:15])[CH2:9][C:10]([O:12][CH2:13][CH3:14])=[O:11])[CH:5]=[CH:4][CH:3]=1.[H-].[Na+].[F:18][C:19]([F:29])([F:28])[C:20]1[CH:27]=[CH:26][C:23]([CH2:24]Br)=[CH:22][CH:21]=1.C(=O)([O-])O.[Na+]. The catalyst is COCCOC.O. The product is [Cl:1][C:2]1[N:7]=[C:6]([C:8](=[O:15])[CH:9]([CH2:24][C:23]2[CH:22]=[CH:21][C:20]([C:19]([F:18])([F:28])[F:29])=[CH:27][CH:26]=2)[C:10]([O:12][CH2:13][CH3:14])=[O:11])[CH:5]=[CH:4][CH:3]=1. The yield is 1.00. (6) The reactants are [CH3:1][O:2][C:3]1[C@:10]2([CH2:13][CH:14]=[C:15]([CH3:17])[CH3:16])[C:11](=[O:12])[C@@H:6]([C@:7]([CH3:28])([CH2:22][CH2:23][CH:24]=[C:25]([CH3:27])[CH3:26])[C@@H:8]([O:18][CH2:19][O:20][CH3:21])[CH2:9]2)[C:5](=[O:29])[CH:4]=1. The catalyst is [Pd].CO. The product is [CH2:13]([C@@:10]12[C:11](=[O:12])[C@@H:6]([C@:7]([CH3:28])([CH2:22][CH2:23][CH2:24][CH:25]([CH3:26])[CH3:27])[C@@H:8]([O:18][CH2:19][O:20][CH3:21])[CH2:9]1)[C:5](=[O:29])[CH:4]=[C:3]2[O:2][CH3:1])[CH2:14][CH:15]([CH3:17])[CH3:16]. The yield is 0.920. (7) The reactants are [CH3:1][N:2]([CH3:10])/[CH:3]=[CH:4]/[C:5]([O:7][CH2:8][CH3:9])=[O:6].C(N(CC)CC)C.[Cl:18][C:19]1[C:20]([C:25](Cl)=[O:26])=[N:21][CH:22]=[CH:23][CH:24]=1. The catalyst is C1(C)C=CC=CC=1. The product is [CH3:1][N:2]([CH3:10])/[CH:3]=[C:4](/[C:25](=[O:26])[C:20]1[C:19]([Cl:18])=[CH:24][CH:23]=[CH:22][N:21]=1)\[C:5]([O:7][CH2:8][CH3:9])=[O:6]. The yield is 0.410.